Dataset: Forward reaction prediction with 1.9M reactions from USPTO patents (1976-2016). Task: Predict the product of the given reaction. (1) Given the reactants BrCC1C=CC(CBr)=CC=1[F:11].[NH2:12][CH2:13][C:14]1[CH:21]=[CH:20][C:17]([CH2:18][NH2:19])=[CH:16][C:15]=1Cl, predict the reaction product. The product is: [NH2:12][CH2:13][C:14]1[CH:21]=[CH:20][C:17]([CH2:18][NH2:19])=[CH:16][C:15]=1[F:11]. (2) Given the reactants [F:1][C:2]1[CH:7]=[C:6]([N:8]2[CH2:12][C@H:11]([CH2:13][NH:14][C:15](=[O:17])[CH3:16])[O:10][C:9]2=[O:18])[CH:5]=[CH:4][C:3]=1[C:19]1[CH:24]=[CH:23][C:22]([CH2:25][NH:26][CH2:27][C:28]2[NH:32][N:31]=[N:30][CH:29]=2)=[CH:21][CH:20]=1.[P:33](=[O:37])([OH:36])([OH:35])[OH:34].O1CCCC1, predict the reaction product. The product is: [P:33]([OH:37])([OH:36])([OH:35])=[O:34].[F:1][C:2]1[CH:7]=[C:6]([N:8]2[CH2:12][C@H:11]([CH2:13][NH:14][C:15](=[O:17])[CH3:16])[O:10][C:9]2=[O:18])[CH:5]=[CH:4][C:3]=1[C:19]1[CH:24]=[CH:23][C:22]([CH2:25][NH:26][CH2:27][C:28]2[NH:32][N:31]=[N:30][CH:29]=2)=[CH:21][CH:20]=1. (3) Given the reactants O=[C:2]([C:12]1[CH:17]=[CH:16][CH:15]=[C:14]([C:18]([F:21])([F:20])[F:19])[CH:13]=1)[CH2:3][CH2:4][CH:5]1[CH2:10][CH2:9][CH2:8][CH2:7][C:6]1=O.Cl.[NH2:23]O, predict the reaction product. The product is: [F:19][C:18]([F:21])([F:20])[C:14]1[CH:13]=[C:12]([C:2]2[CH:3]=[CH:4][C:5]3[CH2:10][CH2:9][CH2:8][CH2:7][C:6]=3[N:23]=2)[CH:17]=[CH:16][CH:15]=1. (4) Given the reactants [C:1]([C:4]1[N:5]=[C:6]2[C:12]3[CH:13]=[C:14]([C:18]#[C:19][C:20]([OH:26])([CH3:25])[C:21]([O:23]C)=O)[C:15]([F:17])=[CH:16][C:11]=3[O:10][CH2:9][CH2:8][N:7]2[CH:27]=1)(=[O:3])[NH2:2].Cl.[NH:29]1[CH2:32][CH:31]([C:33]#[N:34])[CH2:30]1.C(N(CC)CC)C, predict the reaction product. The product is: [C:33]([CH:31]1[CH2:32][N:29]([C:21](=[O:23])[C:20]([OH:26])([CH3:25])[C:19]#[C:18][C:14]2[C:15]([F:17])=[CH:16][C:11]3[O:10][CH2:9][CH2:8][N:7]4[CH:27]=[C:4]([C:1]([NH2:2])=[O:3])[N:5]=[C:6]4[C:12]=3[CH:13]=2)[CH2:30]1)#[N:34]. (5) Given the reactants ClC1C=C(C)C=CC=1C1N(C[C@@H]2CCCNC2)C2N=C(NCC3C=CC(F)=C(F)C=3)N=CC=2C=1.[Cl:35][C:36]1[CH:41]=[C:40]([F:42])[CH:39]=[C:38]([Cl:43])[C:37]=1[C:44]1[N:62]([CH2:63][C@@H:64]2[CH2:69][CH2:68][CH2:67][N:66](C(OC(C)(C)C)=O)[CH2:65]2)[C:47]2[N:48]=[C:49]([NH:52][CH2:53][C:54]3[CH:59]=[CH:58][C:57]([F:60])=[C:56]([F:61])[CH:55]=3)[N:50]=[CH:51][C:46]=2[CH:45]=1, predict the reaction product. The product is: [Cl:43][C:38]1[CH:39]=[C:40]([F:42])[CH:41]=[C:36]([Cl:35])[C:37]=1[C:44]1[N:62]([CH2:63][C@@H:64]2[CH2:69][CH2:68][CH2:67][NH:66][CH2:65]2)[C:47]2[N:48]=[C:49]([NH:52][CH2:53][C:54]3[CH:59]=[CH:58][C:57]([F:60])=[C:56]([F:61])[CH:55]=3)[N:50]=[CH:51][C:46]=2[CH:45]=1. (6) The product is: [CH2:1]([C:5]1[N:9]([C:10]2[N:15]=[C:14]([C:16]3[S:17][CH:18]=[CH:19][CH:20]=3)[C:13]([CH3:21])=[CH:12][N:11]=2)[N:8]=[CH:7][C:6]=1[CH2:22][NH:23][C:30](=[O:31])[CH2:29][C:28]1[NH:24][CH:25]=[N:26][CH:27]=1)[CH2:2][CH2:3][CH3:4]. Given the reactants [CH2:1]([C:5]1[N:9]([C:10]2[N:15]=[C:14]([C:16]3[S:17][CH:18]=[CH:19][CH:20]=3)[C:13]([CH3:21])=[CH:12][N:11]=2)[N:8]=[CH:7][C:6]=1[CH2:22][NH2:23])[CH2:2][CH2:3][CH3:4].[NH:24]1[C:28]([CH2:29][C:30](O)=[O:31])=[CH:27][N:26]=[CH:25]1.C(Cl)CCl.C1C=CC2N(O)N=NC=2C=1.CN1CCOCC1, predict the reaction product. (7) The product is: [Br:1][C:2]1[CH:7]=[N:6][C:5]2[C:8](=[O:9])[NH:39][N:40]=[CH:12][C:4]=2[CH:3]=1. Given the reactants [Br:1][C:2]1[CH:3]=[C:4]([CH3:12])[C:5]([C:8](OC)=[O:9])=[N:6][CH:7]=1.BrN1C(=O)CCC1=O.C(OOC(=O)C1C=CC=CC=1)(=O)C1C=CC=CC=1.[NH2:39][NH2:40], predict the reaction product.